This data is from Catalyst prediction with 721,799 reactions and 888 catalyst types from USPTO. The task is: Predict which catalyst facilitates the given reaction. (1) Reactant: [F:1][C:2]1[CH:7]=[CH:6][C:5]([CH:8]=[O:9])=[CH:4][N:3]=1.[CH2:10]([Mg]Br)[CH2:11][CH:12]=[CH2:13].C([O-])(O)=O.[Na+].O. Product: [F:1][C:2]1[N:3]=[CH:4][C:5]([CH:8]([OH:9])[CH2:13][CH2:12][CH:11]=[CH2:10])=[CH:6][CH:7]=1. The catalyst class is: 1. (2) The catalyst class is: 22. Reactant: [CH2:1]=[C:2]1[O:6][C:4](=[O:5])[CH2:3]1.[CH:7]1([NH:13][C:14]2[CH:23]=[C:22]3[C:17]([C:18](=[O:35])[C:19]([O:29][CH2:30][C:31](=[N:33][OH:34])[NH2:32])=[CH:20][N:21]3[CH:24]3[CH2:28][CH2:27][CH2:26][CH2:25]3)=[CH:16][C:15]=2[F:36])[CH2:12][CH2:11][CH2:10][CH2:9][CH2:8]1. Product: [C:4]([O:34][N:33]=[C:31]([NH2:32])[CH2:30][O:29][C:19]1[C:18](=[O:35])[C:17]2[C:22](=[CH:23][C:14]([NH:13][CH:7]3[CH2:12][CH2:11][CH2:10][CH2:9][CH2:8]3)=[C:15]([F:36])[CH:16]=2)[N:21]([CH:24]2[CH2:28][CH2:27][CH2:26][CH2:25]2)[CH:20]=1)(=[O:5])[CH2:3][C:2]([CH3:1])=[O:6]. (3) Reactant: Cl.[NH2:2][C:3]1[CH:8]=[CH:7][C:6]([C:9]2[N:14]=[C:13]3[NH:15][N:16]=[C:17]([NH2:18])[C:12]3=[N:11][CH:10]=2)=[CH:5][CH:4]=1.[F:19][C:20]1[CH:25]=[CH:24][C:23]([CH3:26])=[CH:22][C:21]=1[S:27](Cl)(=[O:29])=[O:28]. Product: [NH2:18][C:17]1[C:12]2[C:13](=[N:14][C:9]([C:6]3[CH:7]=[CH:8][C:3]([NH:2][S:27]([C:21]4[CH:22]=[C:23]([CH3:26])[CH:24]=[CH:25][C:20]=4[F:19])(=[O:28])=[O:29])=[CH:4][CH:5]=3)=[CH:10][N:11]=2)[NH:15][N:16]=1. The catalyst class is: 202. (4) Reactant: O[CH2:2][C:3]1[CH:8]=[CH:7][C:6]([I:9])=[CH:5][C:4]=1[OH:10].[BrH:11].[C:12]1([P:18]([C:25]2[CH:30]=[CH:29][CH:28]=[CH:27][CH:26]=2)[C:19]2[CH:24]=[CH:23][CH:22]=[CH:21][CH:20]=2)[CH:17]=[CH:16][CH:15]=[CH:14][CH:13]=1. Product: [Br-:11].[OH:10][C:4]1[CH:5]=[C:6]([I:9])[CH:7]=[CH:8][C:3]=1[CH2:2][P+:18]([C:19]1[CH:20]=[CH:21][CH:22]=[CH:23][CH:24]=1)([C:25]1[CH:30]=[CH:29][CH:28]=[CH:27][CH:26]=1)[C:12]1[CH:13]=[CH:14][CH:15]=[CH:16][CH:17]=1. The catalyst class is: 10. (5) Reactant: [Br:1][C:2]1[CH:11]=[C:10]2[C:5]([C:6](=[O:12])[CH:7]=[CH:8][O:9]2)=[CH:4][CH:3]=1.[H-].C([Al+]CC(C)C)C(C)C. Product: [Br:1][C:2]1[CH:11]=[C:10]2[C:5]([C:6](=[O:12])[CH2:7][CH2:8][O:9]2)=[CH:4][CH:3]=1. The catalyst class is: 1. (6) Reactant: C([O-])(=O)C.[NH4+:5].[Cl:6][C:7]1[N:12]=[C:11]([C:13]([C:15]2([OH:20])[CH2:19][CH2:18][CH2:17][CH2:16]2)=O)[CH:10]=[CH:9][CH:8]=1.C(O[BH-](OC(=O)C)OC(=O)C)(=O)C.[Na+].C(=O)([O-])O.[Na+]. Product: [NH2:5][CH:13]([C:11]1[CH:10]=[CH:9][CH:8]=[C:7]([Cl:6])[N:12]=1)[C:15]1([OH:20])[CH2:19][CH2:18][CH2:17][CH2:16]1. The catalyst class is: 24. (7) Reactant: [F:1][C:2]1[CH:3]=[C:4]([CH:6]=[CH:7][C:8]=1[O:9][C:10]1[CH:15]=[CH:14][N:13]=[C:12]2[CH:16]=[CH:17][S:18][C:11]=12)[NH2:5].[C:19]1([CH2:25][C:26]([N:28]=[C:29]=[S:30])=[O:27])[CH:24]=[CH:23][CH:22]=[CH:21][CH:20]=1. Product: [F:1][C:2]1[CH:3]=[C:4]([NH:5][C:29]([NH:28][C:26](=[O:27])[CH2:25][C:19]2[CH:20]=[CH:21][CH:22]=[CH:23][CH:24]=2)=[S:30])[CH:6]=[CH:7][C:8]=1[O:9][C:10]1[CH:15]=[CH:14][N:13]=[C:12]2[CH:16]=[CH:17][S:18][C:11]=12. The catalyst class is: 1. (8) Reactant: [CH3:1][O:2][C:3]1[CH:12]=[CH:11][C:10](Br)=[C:9]2[C:4]=1[CH:5]=[CH:6][N:7]=[CH:8]2.CC(C)([O-])C.[Na+].C1C=CC(P(C2C(C3C(P(C4C=CC=CC=4)C4C=CC=CC=4)=CC=C4C=3C=CC=C4)=C3C(C=CC=C3)=CC=2)C2C=CC=CC=2)=CC=1.[CH3:66][N:67]1[CH2:72][CH2:71][NH:70][CH2:69][CH2:68]1.C([O-])([O-])=O.[K+].[K+]. Product: [CH3:1][O:2][C:3]1[CH:12]=[CH:11][C:10]([N:70]2[CH2:71][CH2:72][N:67]([CH3:66])[CH2:68][CH2:69]2)=[C:9]2[C:4]=1[CH:5]=[CH:6][N:7]=[CH:8]2. The catalyst class is: 187.